From a dataset of Forward reaction prediction with 1.9M reactions from USPTO patents (1976-2016). Predict the product of the given reaction. Given the reactants [CH:1]1([O:6][C:7]2[CH:12]=[CH:11][C:10]([N:13]3[CH:17]=[CH:16][N:15]([C:18]4[CH:23]=[CH:22][C:21]([OH:24])=[CH:20][CH:19]=4)[C:14]3=[O:25])=[CH:9][CH:8]=2)[CH2:5][CH2:4][CH2:3][CH2:2]1.[Br:26][CH2:27][CH2:28]Br, predict the reaction product. The product is: [Br:26][CH2:27][CH2:28][O:24][C:21]1[CH:20]=[CH:19][C:18]([N:15]2[CH:16]=[CH:17][N:13]([C:10]3[CH:9]=[CH:8][C:7]([O:6][CH:1]4[CH2:2][CH2:3][CH2:4][CH2:5]4)=[CH:12][CH:11]=3)[C:14]2=[O:25])=[CH:23][CH:22]=1.